This data is from Peptide-MHC class II binding affinity with 134,281 pairs from IEDB. The task is: Regression. Given a peptide amino acid sequence and an MHC pseudo amino acid sequence, predict their binding affinity value. This is MHC class II binding data. The peptide sequence is GPNKENLYIKSIQSL. The binding affinity (normalized) is 0.530. The MHC is DRB1_0101 with pseudo-sequence DRB1_0101.